Task: Predict the reactants needed to synthesize the given product.. Dataset: Full USPTO retrosynthesis dataset with 1.9M reactions from patents (1976-2016) (1) Given the product [CH3:40][O:39][CH:22]([O:21][CH3:20])[C:23]1[C:28]([O:29][CH2:30][O:31][CH3:32])=[C:27]([C:33]([F:36])([F:35])[F:34])[CH:26]=[CH:25][C:24]=1[CH2:37][O:8][C:6]1[CH:5]=[CH:4][C:3]([C:9]2[CH:14]=[CH:13][C:12]([CH2:15][C:16]([O:18][CH3:19])=[O:17])=[CH:11][CH:10]=2)=[C:2]([F:1])[CH:7]=1, predict the reactants needed to synthesize it. The reactants are: [F:1][C:2]1[CH:7]=[C:6]([OH:8])[CH:5]=[CH:4][C:3]=1[C:9]1[CH:14]=[CH:13][C:12]([CH2:15][C:16]([O:18][CH3:19])=[O:17])=[CH:11][CH:10]=1.[CH3:20][O:21][CH:22]([O:39][CH3:40])[C:23]1[C:28]([O:29][CH2:30][O:31][CH3:32])=[C:27]([C:33]([F:36])([F:35])[F:34])[CH:26]=[CH:25][C:24]=1[CH2:37]O. (2) The reactants are: Br[C:2]1[N:10]=[CH:9][N:8]=[C:7]2[C:3]=1[N:4]=[CH:5][NH:6]2.[NH2:11][CH:12]([C:14]1[C:15]([O:29][CH3:30])=[C:16]([N:22]2[CH2:27][CH2:26][CH:25]([OH:28])[CH2:24][CH2:23]2)[C:17]([CH3:21])=[C:18]([Cl:20])[CH:19]=1)[CH3:13].C(N(CC)C(C)C)(C)C. Given the product [Cl:20][C:18]1[C:17]([CH3:21])=[C:16]([N:22]2[CH2:23][CH2:24][CH:25]([OH:28])[CH2:26][CH2:27]2)[C:15]([O:29][CH3:30])=[C:14]([CH:12]([NH:11][C:2]2[N:10]=[CH:9][N:8]=[C:7]3[C:3]=2[N:4]=[CH:5][NH:6]3)[CH3:13])[CH:19]=1, predict the reactants needed to synthesize it. (3) Given the product [C:1]([C:5]1[CH:10]=[CH:9][C:8]([NH:11][C:12](=[O:29])[C:13]2[CH:18]=[CH:17][C:16]([O:19][CH2:41][CH2:40][O:39][C:36](=[O:38])[CH3:37])=[C:15]([N:20]([C:22]3[C:27]([Cl:28])=[CH:26][CH:25]=[CH:24][N:23]=3)[CH3:21])[CH:14]=2)=[CH:7][CH:6]=1)([CH3:4])([CH3:2])[CH3:3], predict the reactants needed to synthesize it. The reactants are: [C:1]([C:5]1[CH:10]=[CH:9][C:8]([NH:11][C:12](=[O:29])[C:13]2[CH:18]=[CH:17][C:16]([OH:19])=[C:15]([N:20]([C:22]3[C:27]([Cl:28])=[CH:26][CH:25]=[CH:24][N:23]=3)[CH3:21])[CH:14]=2)=[CH:7][CH:6]=1)([CH3:4])([CH3:3])[CH3:2].C(=O)([O-])[O-].[K+].[K+].[C:36]([O:39][CH2:40][CH2:41]Br)(=[O:38])[CH3:37]. (4) The reactants are: [CH3:1][O:2][C:3]1[CH:4]=[C:5]2[C:10](=[CH:11][C:12]=1[O:13][CH3:14])[N:9]=[CH:8][N:7]=[C:6]2[N:15]1[CH2:20][CH2:19][C:18]2[NH:21][N:22]=[C:23]([C:24]([O:26][CH2:27][CH3:28])=[O:25])[C:17]=2[CH2:16]1.I[CH2:30][CH3:31]. Given the product [CH3:1][O:2][C:3]1[CH:4]=[C:5]2[C:10](=[CH:11][C:12]=1[O:13][CH3:14])[N:9]=[CH:8][N:7]=[C:6]2[N:15]1[CH2:20][CH2:19][C:18]2[N:21]([CH2:30][CH3:31])[N:22]=[C:23]([C:24]([O:26][CH2:27][CH3:28])=[O:25])[C:17]=2[CH2:16]1, predict the reactants needed to synthesize it. (5) Given the product [CH2:32]([CH:8]1[O:7][C:6]2[CH:19]=[C:2]([F:1])[CH:3]=[CH:4][C:5]=2[N:10]([C:11]2[CH:16]=[CH:15][CH:14]=[CH:13][CH:12]=2)[S:9]1(=[O:18])=[O:17])[CH:31]=[CH2:30], predict the reactants needed to synthesize it. The reactants are: [F:1][C:2]1[CH:3]=[CH:4][C:5]2[N:10]([C:11]3[CH:16]=[CH:15][CH:14]=[CH:13][CH:12]=3)[S:9](=[O:18])(=[O:17])[CH2:8][O:7][C:6]=2[CH:19]=1.C[Si]([N-][Si](C)(C)C)(C)C.[Li+].[CH2:30](Br)[CH:31]=[CH2:32]. (6) Given the product [Br:1][C:2]1[CH:3]=[CH:4][C:5]([O:34][CH3:35])=[C:6]([N:8]2[C:17]3[C:12](=[CH:13][C:14]([S:18]([N:43]([C:44]4[CH:48]=[CH:47][O:46][N:45]=4)[CH2:42][C:41]4[CH:40]=[CH:39][C:38]([O:37][CH3:36])=[CH:50][CH:49]=4)(=[O:20])=[O:19])=[CH:15][CH:16]=3)[CH:11]=[CH:10][C:9]2=[O:33])[CH:7]=1, predict the reactants needed to synthesize it. The reactants are: [Br:1][C:2]1[CH:3]=[CH:4][C:5]([O:34][CH3:35])=[C:6]([N:8]2[C:17]3[C:12](=[CH:13][C:14]([S:18](OC4C(F)=C(F)C(F)=C(F)C=4F)(=[O:20])=[O:19])=[CH:15][CH:16]=3)[CH:11]=[CH:10][C:9]2=[O:33])[CH:7]=1.[CH3:36][O:37][C:38]1[CH:50]=[CH:49][C:41]([CH2:42][NH:43][C:44]2[CH:48]=[CH:47][O:46][N:45]=2)=[CH:40][CH:39]=1.C[Si]([N-][Si](C)(C)C)(C)C.[Li+].